Dataset: Reaction yield outcomes from USPTO patents with 853,638 reactions. Task: Predict the reaction yield, written as a fraction of the theoretical maximum amount of product (1.0 means a 100% yield; for example, 0.34 means a 34% yield). (1) The reactants are [CH3:1][C:2]1[S:6][C:5]([NH2:7])=[N:4][CH:3]=1.[CH3:8][O:9][CH2:10][CH2:11][Br:12]. The yield is 0.400. No catalyst specified. The product is [BrH:12].[CH3:8][O:9][CH2:10][CH2:11][N:4]1[CH:3]=[C:2]([CH3:1])[S:6][C:5]1=[NH:7]. (2) The reactants are [NH2:1][C:2]1[C:11]2[C:6](=[C:7](Br)[CH:8]=[CH:9][CH:10]=2)[N:5]=[N:4][C:3]=1[C:13]([NH:15][CH2:16][CH2:17][CH3:18])=[O:14].[F:19][C:20]1[CH:25]=[CH:24][C:23]([O:26][CH3:27])=[CH:22][C:21]=1B(O)O. No catalyst specified. The product is [NH2:1][C:2]1[C:11]2[C:6](=[C:7]([C:21]3[CH:22]=[C:23]([O:26][CH3:27])[CH:24]=[CH:25][C:20]=3[F:19])[CH:8]=[CH:9][CH:10]=2)[N:5]=[N:4][C:3]=1[C:13]([NH:15][CH2:16][CH2:17][CH3:18])=[O:14]. The yield is 0.830. (3) The reactants are [Cl:1][C:2]1[CH:3]=[C:4]([CH:8]=[CH:9][C:10]=1[OH:11])[C:5]([OH:7])=O.[CH2:12]1[C@H:21]2[C@H:16]([CH2:17][CH2:18][C:19]3[CH:25]=[CH:24][CH:23]=[CH:22][C:20]=32)[NH:15][CH2:14][CH2:13]1.F[P-](F)(F)(F)(F)F.N1(OC(N(C)C)=[N+](C)C)C2N=CC=CC=2N=N1. No catalyst specified. The product is [Cl:1][C:2]1[CH:3]=[C:4]([C:5]([N:15]2[C@@H:16]3[C@@H:21]([C:20]4[CH:22]=[CH:23][CH:24]=[CH:25][C:19]=4[CH2:18][CH2:17]3)[CH2:12][CH2:13][CH2:14]2)=[O:7])[CH:8]=[CH:9][C:10]=1[OH:11]. The yield is 0.420. (4) The reactants are [CH3:1][O:2][C@H:3]1[C@@H:9]2[O:10][CH2:11][C@H:12]([O:13]C(C3C=CC=CC=3)=O)[C@@H:8]2[O:7][C@H:4]1[O:5][CH3:6].[OH-].[Na+].N1C=CC=CC=1.[CH3:30][S:31](Cl)(=[O:33])=[O:32]. The catalyst is CO.C(OCC)(=O)C.ClCCl. The product is [CH3:1][O:2][C@H:3]1[C@@H:9]2[O:10][CH2:11][C@H:12]([O:13][S:31]([CH3:30])(=[O:33])=[O:32])[C@@H:8]2[O:7][C@H:4]1[O:5][CH3:6]. The yield is 0.960. (5) The reactants are [C:1]([C:4]1[CH:5]=[CH:6][C:7]([C:10]([F:13])([F:12])[F:11])=[N:8][CH:9]=1)([CH3:3])=[CH2:2].CN1C=CN=C1.[N+](=[CH:22][C:23]([O:25][CH2:26][CH3:27])=[O:24])=[N-]. The catalyst is C1(C)C=CC=CC=1. The product is [CH3:3][C:1]1([C:4]2[CH:9]=[N:8][C:7]([C:10]([F:13])([F:12])[F:11])=[CH:6][CH:5]=2)[CH2:2][CH:22]1[C:23]([O:25][CH2:26][CH3:27])=[O:24]. The yield is 0.630. (6) The reactants are [OH:1][C:2]1[CH:11]=[C:10]2[C:5]([C:6](=[O:12])[CH2:7][CH2:8][O:9]2)=[CH:4][CH:3]=1.Cl[CH2:14][C:15]1[CH:16]=[N:17][N:18]([C:20]2[CH:25]=[CH:24][CH:23]=[CH:22][CH:21]=2)[CH:19]=1.C(=O)([O-])[O-].[K+].[K+].[I-].[K+]. The catalyst is O.CN(C=O)C. The product is [C:20]1([N:18]2[CH:19]=[C:15]([CH2:14][O:1][C:2]3[CH:11]=[C:10]4[C:5]([C:6](=[O:12])[CH2:7][CH2:8][O:9]4)=[CH:4][CH:3]=3)[CH:16]=[N:17]2)[CH:25]=[CH:24][CH:23]=[CH:22][CH:21]=1. The yield is 0.700. (7) The reactants are [C:1]1([C:7]([C:10]2[CH:15]=[CH:14][CH:13]=[CH:12][CH:11]=2)=[N:8][NH2:9])[CH:6]=[CH:5][CH:4]=[CH:3][CH:2]=1.Br[C:17]1[CH:18]=[C:19]2[C:24](=[CH:25][CH:26]=1)[N:23]=[CH:22][CH:21]=[N:20]2.CC(C)([O-])C.[Na+]. The catalyst is C1(C)C=CC=CC=1.CCOCC.O.C([O-])(=O)C.[Pd+2].C([O-])(=O)C.C1(P(C2C=CC=CC=2)C2C=CC3C(=CC=CC=3)C=2C2C3C(=CC=CC=3)C=CC=2P(C2C=CC=CC=2)C2C=CC=CC=2)C=CC=CC=1. The product is [C:1]1([C:7]([C:10]2[CH:15]=[CH:14][CH:13]=[CH:12][CH:11]=2)=[N:8][NH:9][C:17]2[CH:18]=[C:19]3[C:24](=[CH:25][CH:26]=2)[N:23]=[CH:22][CH:21]=[N:20]3)[CH:2]=[CH:3][CH:4]=[CH:5][CH:6]=1. The yield is 0.200. (8) The reactants are C([NH:11][CH2:12][CH2:13][CH2:14][CH2:15][C:16]1[CH:21]=[CH:20][CH:19]=[CH:18][C:17]=1[O:22][CH2:23][C@H:24]([OH:27])[CH2:25][OH:26])(OCC1C=CC=CC=1)=O. The catalyst is CO.[Pd]. The product is [OH:27][C@H:24]([CH2:25][OH:26])[CH2:23][O:22][C:17]1[CH:18]=[CH:19][CH:20]=[CH:21][C:16]=1[CH2:15][CH2:14][CH2:13][CH2:12][NH2:11]. The yield is 0.920. (9) The reactants are [N:1]1[N:2]=[CH:3][N:4]([C:6]2[C:7]3[CH2:15][CH2:14][NH:13][CH2:12][C:8]=3[N:9]=[CH:10][N:11]=2)[CH:5]=1.[Cl:16][C:17]1[C:25]([C:26]([F:29])([F:28])[F:27])=[CH:24][CH:23]=[CH:22][C:18]=1[C:19](Cl)=[O:20]. The catalyst is C(Cl)Cl. The product is [N:1]1[N:2]=[CH:3][N:4]([C:6]2[C:7]3[CH2:15][CH2:14][N:13]([C:19]([C:18]4[CH:22]=[CH:23][CH:24]=[C:25]([C:26]([F:27])([F:28])[F:29])[C:17]=4[Cl:16])=[O:20])[CH2:12][C:8]=3[N:9]=[CH:10][N:11]=2)[CH:5]=1. The yield is 0.940.